Dataset: Full USPTO retrosynthesis dataset with 1.9M reactions from patents (1976-2016). Task: Predict the reactants needed to synthesize the given product. (1) Given the product [CH2:18]([O:17][C:12]([C:13]1[C:3]([C:4]2[CH:9]=[CH:8][CH:7]=[C:6]([F:10])[CH:5]=2)=[N:2][O:1][C:14]=1[CH3:15])=[O:16])[CH3:19], predict the reactants needed to synthesize it. The reactants are: [OH:1]/[N:2]=[C:3](\Cl)/[C:4]1[CH:9]=[CH:8][CH:7]=[C:6]([F:10])[CH:5]=1.[C:12]([O:17][CH2:18][CH3:19])(=[O:16])[C:13]#[C:14][CH3:15].C(N(CC)CC)C. (2) Given the product [OH:19][C:20]1([C:26]([F:29])([F:27])[F:28])[CH2:25][CH2:24][N:23]([C:16]([C:14]2[S:15][C:11]([C:3]3[C:2]([CH3:1])=[C:6]([C:7]([F:8])([F:9])[F:10])[O:5][N:4]=3)=[CH:12][CH:13]=2)=[O:18])[CH2:22][CH2:21]1, predict the reactants needed to synthesize it. The reactants are: [CH3:1][C:2]1[C:3]([C:11]2[S:15][C:14]([C:16]([OH:18])=O)=[CH:13][CH:12]=2)=[N:4][O:5][C:6]=1[C:7]([F:10])([F:9])[F:8].[OH:19][C:20]1([C:26]([F:29])([F:28])[F:27])[CH2:25][CH2:24][NH:23][CH2:22][CH2:21]1.C1COCC1.N1CCCCC1. (3) Given the product [Br:1][C:2]1[CH:3]=[C:4]([N+:11]([O-:13])=[O:12])[C:5]([CH3:10])=[C:6]([CH:7]([OH:8])[C:15]2[N:16]=[CH:17][N:18]([S:20]([N:23]([CH3:25])[CH3:24])(=[O:22])=[O:21])[CH:19]=2)[CH:9]=1, predict the reactants needed to synthesize it. The reactants are: [Br:1][C:2]1[CH:3]=[C:4]([N+:11]([O-:13])=[O:12])[C:5]([CH3:10])=[C:6]([CH:9]=1)[CH:7]=[O:8].I[C:15]1[N:16]=[CH:17][N:18]([S:20]([N:23]([CH3:25])[CH3:24])(=[O:22])=[O:21])[CH:19]=1.[Cl-].[NH4+]. (4) Given the product [NH2:12][CH:10]([CH3:11])[CH2:9][CH2:8][N:5]1[C:6]([CH3:7])=[C:2]([Cl:1])[CH:3]=[C:4]1[C:23]#[N:24], predict the reactants needed to synthesize it. The reactants are: [Cl:1][C:2]1[CH:3]=[C:4]([C:23]#[N:24])[N:5]([CH2:8][CH2:9][CH:10]([N:12]2C(=O)C3C(=CC=CC=3)C2=O)[CH3:11])[C:6]=1[CH3:7].NN. (5) The reactants are: [OH:1][C:2]1[CH:7]=[CH:6][N:5]2[N:8]=[C:9]([C:21]3[CH:26]=[CH:25][CH:24]=[CH:23][CH:22]=3)[C:10]([C:11]3[CH:12]=[CH:13][C:14](=[O:20])[N:15]([CH:17]([CH3:19])[CH3:18])[N:16]=3)=[C:4]2[CH:3]=1.[H-].[Na+].Br[CH2:30][CH2:31][N:32]1[C:40](=[O:41])[C:39]2[C:34](=[CH:35][CH:36]=[CH:37][CH:38]=2)[C:33]1=[O:42].O. Given the product [CH:17]([N:15]1[C:14](=[O:20])[CH:13]=[CH:12][C:11]([C:10]2[C:9]([C:21]3[CH:22]=[CH:23][CH:24]=[CH:25][CH:26]=3)=[N:8][N:5]3[CH:6]=[CH:7][C:2]([O:1][CH2:30][CH2:31][N:32]4[C:33](=[O:42])[C:34]5[C:39](=[CH:38][CH:37]=[CH:36][CH:35]=5)[C:40]4=[O:41])=[CH:3][C:4]=23)=[N:16]1)([CH3:19])[CH3:18], predict the reactants needed to synthesize it. (6) Given the product [CH:45]1([O:44][CH2:43][CH2:42][O:41][C:38]2[CH:39]=[CH:40][C:34]3[O:33][C:32]([CH:30]([OH:31])[CH2:29][NH:8][CH2:9][CH2:10][NH:11][C:12]([NH:14][C:15]4[CH:16]=[CH:17][C:18]([OH:21])=[CH:19][CH:20]=4)=[O:13])=[CH:36][C:35]=3[CH:37]=2)[CH2:49][CH2:48][CH2:47][CH2:46]1, predict the reactants needed to synthesize it. The reactants are: C([N:8]([CH2:29][CH:30]([C:32]1[O:33][C:34]2[CH:40]=[CH:39][C:38]([O:41][CH2:42][CH2:43][O:44][CH:45]3[CH2:49][CH2:48][CH2:47][CH2:46]3)=[CH:37][C:35]=2[CH:36]=1)[OH:31])[CH2:9][CH2:10][NH:11][C:12]([NH:14][C:15]1[CH:20]=[CH:19][C:18]([O:21]CC2C=CC=CC=2)=[CH:17][CH:16]=1)=[O:13])C1C=CC=CC=1.C(Cl)(Cl)Cl.